Dataset: Forward reaction prediction with 1.9M reactions from USPTO patents (1976-2016). Task: Predict the product of the given reaction. (1) Given the reactants [CH2:1]([O:8][C:9]([NH:11][C:12]1[C:13]([CH3:38])=[C:14]([C:18]2[C:30]3[C:29]4[C:24](=[CH:25][C:26]([Br:31])=[CH:27][CH:28]=4)[NH:23][C:22]=3[C:21]([C:32]([O:34]CC)=[O:33])=[N:20][C:19]=2[CH3:37])[CH:15]=[CH:16][CH:17]=1)=[O:10])[C:2]1[CH:7]=[CH:6][CH:5]=[CH:4][CH:3]=1.O.[OH-].[Li+].O, predict the reaction product. The product is: [CH2:1]([O:8][C:9]([NH:11][C:12]1[C:13]([CH3:38])=[C:14]([C:18]2[C:30]3[C:29]4[C:24](=[CH:25][C:26]([Br:31])=[CH:27][CH:28]=4)[NH:23][C:22]=3[C:21]([C:32]([OH:34])=[O:33])=[N:20][C:19]=2[CH3:37])[CH:15]=[CH:16][CH:17]=1)=[O:10])[C:2]1[CH:7]=[CH:6][CH:5]=[CH:4][CH:3]=1. (2) Given the reactants [F:1][C:2]1[C:11]([O:12][CH3:13])=[C:10]2[C:5]([CH:6]=[CH:7][C:8](O)=[N:9]2)=[CH:4][CH:3]=1.O=P(Cl)(Cl)[Cl:17], predict the reaction product. The product is: [Cl:17][C:8]1[CH:7]=[CH:6][C:5]2[C:10](=[C:11]([O:12][CH3:13])[C:2]([F:1])=[CH:3][CH:4]=2)[N:9]=1. (3) Given the reactants [CH2:1]([O:3][C:4]([C:6]1[C:7](=[O:24])[N:8]([CH2:17][C:18]2[CH:23]=[CH:22][CH:21]=[CH:20][CH:19]=2)[C:9]2[C:14]([C:15]=1Cl)=[CH:13][CH:12]=[CH:11][N:10]=2)=[O:5])[CH3:2].[NH:25]1[CH2:30][CH2:29][NH:28][CH2:27][CH2:26]1, predict the reaction product. The product is: [CH2:1]([O:3][C:4]([C:6]1[C:7](=[O:24])[N:8]([CH2:17][C:18]2[CH:23]=[CH:22][CH:21]=[CH:20][CH:19]=2)[C:9]2[C:14]([C:15]=1[N:25]1[CH2:30][CH2:29][NH:28][CH2:27][CH2:26]1)=[CH:13][CH:12]=[CH:11][N:10]=2)=[O:5])[CH3:2].